Dataset: Full USPTO retrosynthesis dataset with 1.9M reactions from patents (1976-2016). Task: Predict the reactants needed to synthesize the given product. (1) Given the product [OH:15][CH:13]([CH3:14])[CH2:12][S:11][C:2]1[CH:9]=[CH:8][C:5]([C:6]#[N:7])=[C:4]([CH3:10])[CH:3]=1, predict the reactants needed to synthesize it. The reactants are: Br[C:2]1[CH:9]=[CH:8][C:5]([C:6]#[N:7])=[C:4]([CH3:10])[CH:3]=1.[SH:11][CH2:12][CH:13]([OH:15])[CH3:14]. (2) Given the product [Cl:1][C:2]1[CH:7]=[C:6]([C:18]2[CH:48]=[CH:47][C:21]3[N:22]([C:25]4[S:29][C:28]([C:30]([O:32][CH3:33])=[O:31])=[C:27]([O:34][C@@H:35]([C:37]5[CH:42]=[CH:41][CH:40]=[CH:39][C:38]=5[C:43]([F:46])([F:45])[F:44])[CH3:36])[CH:26]=4)[CH:23]=[N:24][C:20]=3[CH:19]=2)[CH:5]=[CH:4][N:3]=1, predict the reactants needed to synthesize it. The reactants are: [Cl:1][C:2]1[CH:7]=[C:6](B2OC(C)(C)C(C)(C)O2)[CH:5]=[CH:4][N:3]=1.Br[C:18]1[CH:48]=[CH:47][C:21]2[N:22]([C:25]3[S:29][C:28]([C:30]([O:32][CH3:33])=[O:31])=[C:27]([O:34][C@@H:35]([C:37]4[CH:42]=[CH:41][CH:40]=[CH:39][C:38]=4[C:43]([F:46])([F:45])[F:44])[CH3:36])[CH:26]=3)[CH:23]=[N:24][C:20]=2[CH:19]=1.C(=O)([O-])[O-].[Na+].[Na+].